This data is from Forward reaction prediction with 1.9M reactions from USPTO patents (1976-2016). The task is: Predict the product of the given reaction. (1) The product is: [CH3:17][C:16]1[O:15][N:14]=[C:13]([N:18]2[CH2:19][CH2:20][CH2:21][CH2:22]2)[C:12]=1[CH2:11][O:10][C:7]1[CH:8]=[CH:9][C:4]([C:3]([NH:24][CH:25]2[CH2:30][CH2:29][O:28][CH2:27][CH2:26]2)=[O:23])=[CH:5][N:6]=1. Given the reactants CO[C:3](=[O:23])[C:4]1[CH:9]=[CH:8][C:7]([O:10][CH2:11][C:12]2[C:13]([N:18]3[CH2:22][CH2:21][CH2:20][CH2:19]3)=[N:14][O:15][C:16]=2[CH3:17])=[N:6][CH:5]=1.[NH2:24][CH:25]1[CH2:30][CH2:29][O:28][CH2:27][CH2:26]1, predict the reaction product. (2) The product is: [Br:8][C:22]1[C:17]([F:16])=[CH:18][C:19]([NH2:23])=[N:20][CH:21]=1. Given the reactants C1C(=O)N([Br:8])C(=O)C1.OC(C(F)(F)F)=O.[F:16][C:17]1[CH:22]=[CH:21][N:20]=[C:19]([NH2:23])[CH:18]=1, predict the reaction product. (3) Given the reactants C(N(CC)CC)C.[CH3:8][O:9][C:10]([CH:12]1[CH2:21][NH:20][CH2:19][CH2:18][C:13]21[O:17][CH2:16][CH2:15][O:14]2)=[O:11].[C:22]([O:30][C:31](Cl)=[O:32])(=O)[C:23]1[CH:28]=[CH:27][CH:26]=[CH:25][CH:24]=1, predict the reaction product. The product is: [CH3:8][O:9][C:10]([CH:12]1[CH2:21][N:20]([C:31]([O:30][CH2:22][C:23]2[CH:28]=[CH:27][CH:26]=[CH:25][CH:24]=2)=[O:32])[CH2:19][CH2:18][C:13]21[O:17][CH2:16][CH2:15][O:14]2)=[O:11]. (4) Given the reactants [CH2:1]([O:8][C:9]1[CH:38]=[CH:37][C:12]([O:13][C:14]2[CH:22]=[CH:21][C:17]([C:18](Cl)=[O:19])=[CH:16][C:15]=2[NH:23][C:24]2[C:25]3[CH:33]=[CH:32][C:31]([CH:34]([CH3:36])[CH3:35])=[N:30][C:26]=3[N:27]=[CH:28][N:29]=2)=[CH:11][CH:10]=1)[C:2]1[CH:7]=[CH:6][CH:5]=[CH:4][CH:3]=1.[NH2:39][C:40]1[CH:45]=[C:44]([CH3:46])[CH:43]=[CH:42][C:41]=1[OH:47], predict the reaction product. The product is: [CH2:1]([O:8][C:9]1[CH:38]=[CH:37][C:12]([O:13][C:14]2[CH:22]=[CH:21][C:17]([C:18]([NH:39][C:40]3[CH:45]=[C:44]([CH3:46])[CH:43]=[CH:42][C:41]=3[OH:47])=[O:19])=[CH:16][C:15]=2[NH:23][C:24]2[C:25]3[CH:33]=[CH:32][C:31]([CH:34]([CH3:36])[CH3:35])=[N:30][C:26]=3[N:27]=[CH:28][N:29]=2)=[CH:11][CH:10]=1)[C:2]1[CH:7]=[CH:6][CH:5]=[CH:4][CH:3]=1. (5) Given the reactants [S:1]1[CH:5]=[CH:4][N:3]=[C:2]1[NH:6][S:7]([C:10]1[CH:11]=[N:12][C:13](Cl)=[CH:14][CH:15]=1)(=[O:9])=[O:8].CC1(C)C2C=CC=C(P(C3C=CC=CC=3)C3C=CC=CC=3)C=2OC2C1=CC=CC=2P(C1C=CC=CC=1)C1C=CC=CC=1.Cl.Cl.[Cl:61][C:62]1[CH:74]=[CH:73][C:65]([CH2:66][N:67]2[CH:71]=[C:70]([NH2:72])[CH:69]=[N:68]2)=[CH:64][CH:63]=1.CN(C)C(=O)C.CC(C)([O-])C.[Na+], predict the reaction product. The product is: [Cl:61][C:62]1[CH:74]=[CH:73][C:65]([CH2:66][N:67]2[CH:71]=[C:70]([NH:72][C:13]3[N:12]=[CH:11][C:10]([S:7]([NH:6][C:2]4[S:1][CH:5]=[CH:4][N:3]=4)(=[O:9])=[O:8])=[CH:15][CH:14]=3)[CH:69]=[N:68]2)=[CH:64][CH:63]=1. (6) Given the reactants CC(OC(/N=N/C(OC(C)C)=O)=O)C.C1(P(C2C=CC=CC=2)C2C=CC=CC=2)C=CC=CC=1.[CH2:34]([O:36][C:37]([C:39]1[O:40][C:41]2[CH:47]=[CH:46][C:45]([OH:48])=[CH:44][C:42]=2[CH:43]=1)=[O:38])[CH3:35].[F:49][C:50]([F:61])([F:60])[CH:51]1[CH2:56][CH2:55][N:54]([CH2:57][CH2:58]O)[CH2:53][CH2:52]1, predict the reaction product. The product is: [CH2:34]([O:36][C:37]([C:39]1[O:40][C:41]2[CH:47]=[CH:46][C:45]([O:48][CH2:58][CH2:57][N:54]3[CH2:55][CH2:56][CH:51]([C:50]([F:60])([F:49])[F:61])[CH2:52][CH2:53]3)=[CH:44][C:42]=2[CH:43]=1)=[O:38])[CH3:35]. (7) Given the reactants Cl[C:2]1[CH:3]=[C:4]2[C:9](=[CH:10][N:11]=1)[N:8]=[CH:7][CH:6]=[C:5]2[C:12]1[CH:17]=[C:16]([CH3:18])[N:15]=[C:14]([NH:19]C(=O)OC(C)(C)C)[CH:13]=1.C([O-])(=O)C.[K+].[B:32]1([B:32]2[O:36][C:35]([CH3:38])([CH3:37])[C:34]([CH3:40])([CH3:39])[O:33]2)[O:36][C:35]([CH3:38])([CH3:37])[C:34]([CH3:40])([CH3:39])[O:33]1.C1(P(C2CCCCC2)C2CCCCC2)CCCCC1, predict the reaction product. The product is: [CH3:18][C:16]1[N:15]=[C:14]([NH2:19])[CH:13]=[C:12]([C:5]2[C:4]3[C:9](=[CH:10][N:11]=[C:2]([B:32]4[O:36][C:35]([CH3:38])([CH3:37])[C:34]([CH3:40])([CH3:39])[O:33]4)[CH:3]=3)[N:8]=[CH:7][CH:6]=2)[CH:17]=1.